This data is from Forward reaction prediction with 1.9M reactions from USPTO patents (1976-2016). The task is: Predict the product of the given reaction. Given the reactants [O:1]1[CH2:6][CH2:5][N:4]([CH2:7][CH2:8][NH:9][C:10]2[CH:15]=[CH:14][C:13]([C:16]#[C:17][Si](C)(C)C)=[CH:12][N:11]=2)[CH2:3][CH2:2]1.C(=O)([O-])[O-].[K+].[K+], predict the reaction product. The product is: [C:16]([C:13]1[CH:14]=[CH:15][C:10]([NH:9][CH2:8][CH2:7][N:4]2[CH2:3][CH2:2][O:1][CH2:6][CH2:5]2)=[N:11][CH:12]=1)#[CH:17].